Dataset: Forward reaction prediction with 1.9M reactions from USPTO patents (1976-2016). Task: Predict the product of the given reaction. (1) Given the reactants [CH3:1][O:2][C:3]1[C:4]([Si:13]([C:26]2[CH:31]=[CH:30][CH:29]=[CH:28][CH:27]=2)([C:20]2[CH:25]=[CH:24][CH:23]=[CH:22][CH:21]=2)[C:14]2[CH:19]=[CH:18][CH:17]=[CH:16][CH:15]=2)=[CH:5][C:6]2[C:11]([CH:12]=1)=[CH:10][CH:9]=[CH:8][CH:7]=2.[Br:32]N1C(=O)CCC1=O.CN(C)C=O.CCOC(C)=O, predict the reaction product. The product is: [Br:32][C:12]1[C:11]2[C:6](=[CH:7][CH:8]=[CH:9][CH:10]=2)[CH:5]=[C:4]([Si:13]([C:20]2[CH:21]=[CH:22][CH:23]=[CH:24][CH:25]=2)([C:14]2[CH:19]=[CH:18][CH:17]=[CH:16][CH:15]=2)[C:26]2[CH:31]=[CH:30][CH:29]=[CH:28][CH:27]=2)[C:3]=1[O:2][CH3:1]. (2) Given the reactants [OH:1][C:2]1[CH:7]=[CH:6][CH:5]=[CH:4][C:3]=1[C:8](=[O:10])[CH3:9].C[Si](C)(C)N[Si](C)(C)C.[Li].CO[C:23]([C:25]1[CH:30]=[C:29]([CH3:31])[C:28]([N+:32]([O-:34])=[O:33])=[CH:27][N:26]=1)=O.Cl, predict the reaction product. The product is: [CH3:31][C:29]1[C:28]([N+:32]([O-:34])=[O:33])=[CH:27][N:26]=[C:25]([C:23]2[O:1][C:2]3[C:3]([C:8](=[O:10])[CH:9]=2)=[CH:4][CH:5]=[CH:6][CH:7]=3)[CH:30]=1. (3) Given the reactants CS(O)(=O)=O.[NH2:6][C:7]12[CH2:14][CH2:13][C:10]([C:15]([O:17][CH2:18][CH3:19])=[O:16])([CH2:11][CH2:12]1)[CH2:9][CH2:8]2.[F:20][C@@H:21]1[CH2:25][N:24]([C:26](=[O:38])[CH2:27]OS(C2C=CC=CC=2)(=O)=O)[C@H:23]([C:39]#[N:40])[CH2:22]1.[I-].[K+], predict the reaction product. The product is: [CH2:18]([O:17][C:15]([C:10]12[CH2:9][CH2:8][C:7]([NH:6][CH2:27][C:26]([N:24]3[CH2:25][C@@H:21]([F:20])[CH2:22][C@H:23]3[C:39]#[N:40])=[O:38])([CH2:14][CH2:13]1)[CH2:12][CH2:11]2)=[O:16])[CH3:19].